This data is from Forward reaction prediction with 1.9M reactions from USPTO patents (1976-2016). The task is: Predict the product of the given reaction. (1) Given the reactants O=S(Cl)[Cl:3].[Cl:5][C:6]1[CH:14]=[CH:13][C:12]([S:15]([CH3:18])(=[O:17])=[O:16])=[CH:11][C:7]=1[C:8](O)=[O:9], predict the reaction product. The product is: [Cl:5][C:6]1[CH:14]=[CH:13][C:12]([S:15]([CH3:18])(=[O:17])=[O:16])=[CH:11][C:7]=1[C:8]([Cl:3])=[O:9]. (2) Given the reactants [CH2:1]([O:8][C:9]([NH:11][C@H:12]([C:22]([OH:24])=[O:23])[CH2:13][NH:14][C:15]([O:17][C:18]([CH3:21])([CH3:20])[CH3:19])=[O:16])=[O:10])[C:2]1[CH:7]=[CH:6][CH:5]=[CH:4][CH:3]=1.[CH3:25][Si:26]([CH:29](O)[CH3:30])([CH3:28])[CH3:27].C1CCC(N=C=NC2CCCCC2)CC1, predict the reaction product. The product is: [CH2:1]([O:8][C:9]([NH:11][C@H:12]([C:22]([O:24][CH2:30][CH2:29][Si:26]([CH3:28])([CH3:27])[CH3:25])=[O:23])[CH2:13][NH:14][C:15]([O:17][C:18]([CH3:20])([CH3:19])[CH3:21])=[O:16])=[O:10])[C:2]1[CH:3]=[CH:4][CH:5]=[CH:6][CH:7]=1.